This data is from Forward reaction prediction with 1.9M reactions from USPTO patents (1976-2016). The task is: Predict the product of the given reaction. Given the reactants C(OC(=O)[NH:7][C@H:8]([CH2:25][C:26]1[CH:27]=[N:28][CH:29]=[CH:30][CH:31]=1)[CH2:9][N:10]1[CH2:15][CH2:14][CH:13]([C:16](=[O:24])[C:17]2[CH:22]=[CH:21][C:20]([F:23])=[CH:19][CH:18]=2)[CH2:12][CH2:11]1)(C)(C)C.FC(F)(F)C(O)=O, predict the reaction product. The product is: [NH2:7][C@H:8]([CH2:25][C:26]1[CH:27]=[N:28][CH:29]=[CH:30][CH:31]=1)[CH2:9][N:10]1[CH2:11][CH2:12][CH:13]([C:16]([C:17]2[CH:22]=[CH:21][C:20]([F:23])=[CH:19][CH:18]=2)=[O:24])[CH2:14][CH2:15]1.